From a dataset of Forward reaction prediction with 1.9M reactions from USPTO patents (1976-2016). Predict the product of the given reaction. (1) Given the reactants [CH3:1][N:2]1[CH2:7][CH2:6][N:5]([CH:8]2[CH2:13][CH2:12][N:11]([C:14]3[CH:19]=[CH:18][C:17]([C:20]#[C:21][Si](C)(C)C)=[CH:16][CH:15]=3)[CH2:10][CH2:9]2)[CH2:4][CH2:3]1.C(=O)([O-])[O-].[K+].[K+], predict the reaction product. The product is: [C:20]([C:17]1[CH:18]=[CH:19][C:14]([N:11]2[CH2:12][CH2:13][CH:8]([N:5]3[CH2:6][CH2:7][N:2]([CH3:1])[CH2:3][CH2:4]3)[CH2:9][CH2:10]2)=[CH:15][CH:16]=1)#[CH:21]. (2) Given the reactants Br[CH2:2][CH:3]1[O:8][C:7]2[CH:9]=[CH:10][CH:11]=[CH:12][C:6]=2[O:5][CH2:4]1.[CH3:13][O:14][CH2:15][C:16]1[C:17]([N:22]2[CH2:27][CH2:26][NH:25][CH2:24][CH2:23]2)=[N:18][CH:19]=[CH:20][CH:21]=1.C([O-])([O-])=O.[K+].[K+].O, predict the reaction product. The product is: [O:8]1[CH:3]([CH2:2][N:25]2[CH2:26][CH2:27][N:22]([C:17]3[C:16]([CH2:15][O:14][CH3:13])=[CH:21][CH:20]=[CH:19][N:18]=3)[CH2:23][CH2:24]2)[CH2:4][O:5][C:6]2[CH:12]=[CH:11][CH:10]=[CH:9][C:7]1=2. (3) Given the reactants [CH:1]1([C:4]2[C:9]([OH:10])=[C:8]([CH:11]=[CH2:12])[C:7]([CH3:13])=[C:6]([N+:14]([O-:16])=[O:15])[CH:5]=2)[CH2:3][CH2:2]1.C(N(CC)CC)C.[S:24](O[S:24]([C:27]([F:30])([F:29])[F:28])(=[O:26])=[O:25])([C:27]([F:30])([F:29])[F:28])(=[O:26])=[O:25].O, predict the reaction product. The product is: [F:28][C:27]([F:30])([F:29])[S:24]([O:10][C:9]1[C:4]([CH:1]2[CH2:3][CH2:2]2)=[CH:5][C:6]([N+:14]([O-:16])=[O:15])=[C:7]([CH3:13])[C:8]=1[CH:11]=[CH2:12])(=[O:26])=[O:25]. (4) Given the reactants [NH:1]1[C:9]2[C:4](=[CH:5][CH:6]=[CH:7][CH:8]=2)[C:3]2([C:21]3[C:12](=[CH:13][C:14]4[O:19][CH2:18][CH2:17][O:16][C:15]=4[CH:20]=3)[O:11][CH2:10]2)[C:2]1=[O:22].N1C2C(=CC=CC=2)C2(C3C4C(C=CC=3OC2)=NON=4)C1=O.Br[CH2:45][C:46]1[CH:56]=[CH:55][C:49]([C:50]([O:52][CH2:53][CH3:54])=[O:51])=[CH:48][CH:47]=1.C(OC1C=CC(CCl)=NC=1)C1C=CC=CC=1, predict the reaction product. The product is: [O:22]=[C:2]1[C:3]2([C:21]3[C:12](=[CH:13][C:14]4[O:19][CH2:18][CH2:17][O:16][C:15]=4[CH:20]=3)[O:11][CH2:10]2)[C:4]2[C:9](=[CH:8][CH:7]=[CH:6][CH:5]=2)[N:1]1[CH2:45][C:46]1[CH:56]=[CH:55][C:49]([C:50]([O:52][CH2:53][CH3:54])=[O:51])=[CH:48][CH:47]=1.